This data is from Forward reaction prediction with 1.9M reactions from USPTO patents (1976-2016). The task is: Predict the product of the given reaction. (1) Given the reactants O=[C:2]([C:8]1[CH:13]=[CH:12][CH:11]=[CH:10][CH:9]=1)[CH2:3][C:4]([O:6]C)=O.CC1C=CC(S(O)(=O)=O)=CC=1.[NH2:25][C:26]1[NH:30][N:29]=[C:28]([OH:31])[C:27]=1[C:32]1[CH:33]=[N:34][CH:35]=[CH:36][CH:37]=1, predict the reaction product. The product is: [OH:31][C:28]1[C:27]([C:32]2[CH:33]=[N:34][CH:35]=[CH:36][CH:37]=2)=[C:26]2[NH:25][C:2]([C:8]3[CH:13]=[CH:12][CH:11]=[CH:10][CH:9]=3)=[CH:3][C:4](=[O:6])[N:30]2[N:29]=1. (2) Given the reactants [N+:1]([C:4]1[CH:9]=[CH:8][C:7]([CH2:10][CH2:11][CH:12]([OH:21])[CH2:13][CH2:14][C:15]2[CH:20]=[CH:19][CH:18]=[CH:17][CH:16]=2)=[CH:6][CH:5]=1)([O-:3])=[O:2].CCN(CC)CC.Cl[S:30]([N:33]=C=O)(=[O:32])=[O:31].C(O)=O, predict the reaction product. The product is: [S:30](=[O:32])(=[O:31])([O:21][CH:12]([CH2:13][CH2:14][C:15]1[CH:16]=[CH:17][CH:18]=[CH:19][CH:20]=1)[CH2:11][CH2:10][C:7]1[CH:6]=[CH:5][C:4]([N+:1]([O-:3])=[O:2])=[CH:9][CH:8]=1)[NH2:33]. (3) Given the reactants [CH3:1][N:2]1[C:7]2[C:8](C)=[CH:9][NH:10][C:6]=2[C:5](=[O:12])[N:4]([CH3:13])[C:3]1=[O:14].Br[CH2:16][C:17]([NH:19][C:20]1[S:21][CH:22]=[C:23]([C:25]2[CH:30]=[C:29]([F:31])[C:28]([O:32][CH2:33][CH:34]3[CH2:36][CH2:35]3)=[C:27]([F:37])[CH:26]=2)[N:24]=1)=[O:18].[H-].[Na+], predict the reaction product. The product is: [CH3:1][N:2]1[C:7]2[CH:8]=[CH:9][N:10]([CH2:16][C:17]([NH:19][C:20]3[S:21][CH:22]=[C:23]([C:25]4[CH:26]=[C:27]([F:37])[C:28]([O:32][CH2:33][CH:34]5[CH2:36][CH2:35]5)=[C:29]([F:31])[CH:30]=4)[N:24]=3)=[O:18])[C:6]=2[C:5](=[O:12])[N:4]([CH3:13])[C:3]1=[O:14]. (4) The product is: [N:26]1[CH:31]=[CH:30][C:29]([C:32]2[O:33][C:34]3[CH2:35][NH:36][CH2:37][CH2:38][C:39]=3[N:40]=2)=[CH:28][CH:27]=1.[N:26]1[CH:31]=[CH:30][C:29]([C:32]2[O:33][C:4]3[CH2:5][N:6]([C:10]4[CH:11]=[C:12]([CH:15]=[CH:16][CH:17]=4)[C:13]#[N:14])[CH2:7][CH2:8][C:9]=3[N:40]=2)=[CH:28][CH:27]=1. Given the reactants O1[C:9]2[CH2:8][CH2:7][N:6]([C:10]3[CH:11]=[C:12]([CH:15]=[CH:16][CH:17]=3)[C:13]#[N:14])[CH2:5][C:4]=2N=C1C1C=C(C=CC=1)C#N.[N:26]1[CH:31]=[CH:30][C:29]([C:32]2[O:33][C:34]3[CH2:35][NH:36][CH2:37][CH2:38][C:39]=3[N:40]=2)=[CH:28][CH:27]=1.C(O)(=O)C1C=CN=CC=1, predict the reaction product. (5) Given the reactants [Br:1][C:2]1[CH:7]=[CH:6][C:5]([OH:8])=[CH:4][C:3]=1[CH3:9].Cl.Cl[CH2:12][CH2:13][N:14]1[CH2:19][CH2:18][O:17][CH2:16][CH2:15]1.C(=O)([O-])[O-].[K+].[K+], predict the reaction product. The product is: [Br:1][C:2]1[CH:7]=[CH:6][C:5]([O:8][CH2:12][CH2:13][N:14]2[CH2:19][CH2:18][O:17][CH2:16][CH2:15]2)=[CH:4][C:3]=1[CH3:9]. (6) Given the reactants C([N:8]1[CH2:14][CH2:13][CH2:12][C@@H:9]1[CH:10]=[O:11])(OC(C)(C)C)=O.[CH2:15]([OH:33])[CH2:16][CH2:17][CH2:18][CH2:19][CH2:20][CH2:21][CH2:22]/[CH:23]=[CH:24]\[CH2:25]/[CH:26]=[CH:27]\[CH2:28][CH2:29][CH2:30][CH2:31][CH3:32].ClCCl, predict the reaction product. The product is: [CH2:15]([O:33][CH:10]([O:11][CH2:15][CH2:16][CH2:17][CH2:18][CH2:19][CH2:20][CH2:21][CH2:22]/[CH:23]=[CH:24]\[CH2:25]/[CH:26]=[CH:27]\[CH2:28][CH2:29][CH2:30][CH2:31][CH3:32])[C@H:9]1[CH2:12][CH2:13][CH2:14][NH:8]1)[CH2:16][CH2:17][CH2:18][CH2:19][CH2:20][CH2:21][CH2:22]/[CH:23]=[CH:24]\[CH2:25]/[CH:26]=[CH:27]\[CH2:28][CH2:29][CH2:30][CH2:31][CH3:32]. (7) Given the reactants Cl[C:2]1[C:3]2[CH:10]=[C:9]([C:11]3[CH:16]=[CH:15][CH:14]=[CH:13][CH:12]=3)[S:8][C:4]=2[N:5]=[CH:6][N:7]=1.CCN(C(C)C)C(C)C.Cl.[NH2:27][CH2:28][CH2:29][CH2:30][CH2:31][CH2:32][C:33]([O:35][CH3:36])=[O:34].O, predict the reaction product. The product is: [C:11]1([C:9]2[S:8][C:4]3[N:5]=[CH:6][N:7]=[C:2]([NH:27][CH2:28][CH2:29][CH2:30][CH2:31][CH2:32][C:33]([O:35][CH3:36])=[O:34])[C:3]=3[CH:10]=2)[CH:16]=[CH:15][CH:14]=[CH:13][CH:12]=1. (8) Given the reactants C1(S([N:10]2[C:18]3[C:13](=[CH:14][CH:15]=[CH:16][CH:17]=3)[CH:12]=[C:11]2[C:19]([O-:21])=O)(=O)=O)C=CC=CC=1.[NH3:22], predict the reaction product. The product is: [NH:10]1[C:18]2[C:13](=[CH:14][CH:15]=[CH:16][CH:17]=2)[CH:12]=[C:11]1[C:19]([NH2:22])=[O:21]. (9) Given the reactants [OH:1][C:2]1([C:29]2[S:33][C:32](S(C)(=O)=O)=[N:31][CH:30]=2)[CH2:7][CH2:6][CH:5]([N:8]2[CH2:11][CH:10]([NH:12][C:13]([CH2:15][NH:16][C:17](=[O:28])[C:18]3[CH:23]=[CH:22][CH:21]=[C:20]([C:24]([F:27])([F:26])[F:25])[CH:19]=3)=[O:14])[CH2:9]2)[CH2:4][CH2:3]1.[CH3:38][O-:39].[Na+], predict the reaction product. The product is: [OH:1][C:2]1([C:29]2[S:33][C:32]([O:39][CH3:38])=[N:31][CH:30]=2)[CH2:3][CH2:4][CH:5]([N:8]2[CH2:9][CH:10]([NH:12][C:13]([CH2:15][NH:16][C:17](=[O:28])[C:18]3[CH:23]=[CH:22][CH:21]=[C:20]([C:24]([F:27])([F:26])[F:25])[CH:19]=3)=[O:14])[CH2:11]2)[CH2:6][CH2:7]1. (10) The product is: [F:27][C:28]([F:33])([F:32])[C:29]([OH:31])=[O:30].[N:18]1[C:19]2[CH:26]=[N:25][CH:24]=[CH:23][C:20]=2[C:21](=[O:22])[NH:16][CH:17]=1. Given the reactants OC1(C[N:16]2[C:21](=[O:22])[C:20]3[CH:23]=[CH:24][N:25]=[CH:26][C:19]=3[N:18]=[CH:17]2)CCN(C(OC(C)(C)C)=O)CC1.[F:27][C:28]([F:33])([F:32])[C:29]([OH:31])=[O:30], predict the reaction product.